Task: Predict the reactants needed to synthesize the given product.. Dataset: Full USPTO retrosynthesis dataset with 1.9M reactions from patents (1976-2016) (1) Given the product [O:12]=[C:8]1[CH2:7][CH2:6][CH2:5][C:4]2[CH:3]=[C:2]([O:1][S:22]([C:21]([F:34])([F:33])[F:20])(=[O:24])=[O:23])[CH:11]=[CH:10][C:9]1=2, predict the reactants needed to synthesize it. The reactants are: [OH:1][C:2]1[CH:3]=[C:4]2[C:9](=[CH:10][CH:11]=1)[C:8](=[O:12])[CH2:7][CH2:6][CH2:5]2.C(N(CC)CC)C.[F:20][C:21]([F:34])([F:33])[S:22](O[S:22]([C:21]([F:34])([F:33])[F:20])(=[O:24])=[O:23])(=[O:24])=[O:23].O. (2) Given the product [CH:1]1([S:4]([O:7][C:8]2[CH:13]=[CH:12][CH:11]=[C:10]([C:14]3([C:22]4[CH:27]=[CH:26][CH:25]=[C:24]([Br:28])[CH:23]=4)[C:18](=[O:19])[N:17]([CH3:20])[C:16]([NH2:29])=[N:15]3)[CH:9]=2)(=[O:5])=[O:6])[CH2:2][CH2:3]1, predict the reactants needed to synthesize it. The reactants are: [CH:1]1([S:4]([O:7][C:8]2[CH:13]=[CH:12][CH:11]=[C:10]([C:14]3([C:22]4[CH:27]=[CH:26][CH:25]=[C:24]([Br:28])[CH:23]=4)[C:18](=[O:19])[N:17]([CH3:20])[C:16](=S)[NH:15]3)[CH:9]=2)(=[O:6])=[O:5])[CH2:3][CH2:2]1.[NH3:29].C(OO)(C)(C)C. (3) The reactants are: [CH:1]([O:3][C:4]([CH3:7])([CH3:6])[CH3:5])=[O:2].[Cl:8][C:9]1[CH:10]=[C:11]([N:15]2[C:27](=[O:28])[CH2:26][C@@:17]3([CH2:21][NH:20][C@H:19]([C:22]([O:24][CH3:25])=[O:23])[CH2:18]3)[CH2:16]2)[CH:12]=[CH:13][CH:14]=1.[C:29](#[N:31])[CH3:30].[OH2:32]. Given the product [CH3:25][O:24][C:22]([C@@H:19]1[CH2:18][C@:17]2([CH2:26][C:27](=[O:28])[N:15]([C:11]3[CH:12]=[CH:13][CH:14]=[C:9]([Cl:8])[CH:10]=3)[CH2:16]2)[CH2:21][N:20]1[C:30](=[O:32])[C@@H:29]([NH:31][C:1]([O:3][C:4]([CH3:7])([CH3:6])[CH3:5])=[O:2])[C:4]([CH3:7])([CH3:6])[CH3:5])=[O:23], predict the reactants needed to synthesize it. (4) Given the product [Br:15][C:11]1[N:10]=[C:9]([C:26]2([OH:27])[CH2:25][CH2:24][N:20]([CH3:21])[CH2:19][CH2:18]2)[CH:14]=[CH:13][CH:12]=1, predict the reactants needed to synthesize it. The reactants are: [Li]CCCC.N#N.Br[C:9]1[CH:14]=[CH:13][CH:12]=[C:11]([Br:15])[N:10]=1.CC1C[CH2:21][NH:20][C:19](=O)[CH2:18]1.[CH2:24]1C[O:27][CH2:26][CH2:25]1. (5) Given the product [Br:1][C:2]1[C:3]([N:33]2[CH2:34][CH2:35][N:36]([CH3:39])[CH2:37][CH2:38]2)=[CH:4][C:5]([O:31][CH3:32])=[C:6]([NH:8][C:9]2[N:14]=[C:13]([NH:15][C:16]3[CH:17]=[CH:18][CH:19]=[C:20]([CH:22]=[CH2:23])[CH:21]=3)[C:12]([Cl:30])=[CH:11][N:10]=2)[CH:7]=1, predict the reactants needed to synthesize it. The reactants are: [Br:1][C:2]1[C:3]([N:33]2[CH2:38][CH2:37][N:36]([CH3:39])[CH2:35][CH2:34]2)=[CH:4][C:5]([O:31][CH3:32])=[C:6]([NH:8][C:9]2[N:14]=[C:13]([NH:15][C:16]3[CH:21]=[C:20]([CH:22]=[CH2:23])[CH:19]=[CH:18][C:17]=3N(C)S(C)(=O)=O)[C:12]([Cl:30])=[CH:11][N:10]=2)[CH:7]=1.ClC1N=C(NC2C=C(C=C)C=CC=2N(C)S(C)(=O)=O)C(Cl)=CN=1. (6) The reactants are: [C:1]([C:5]1[CH:10]=[C:9]([NH2:11])[CH:8]=[C:7]([C:12]([CH3:15])([CH3:14])[CH3:13])[C:6]=1[OH:16])([CH3:4])([CH3:3])[CH3:2].[C:17]([O-:20])(=[O:19])[CH3:18].[Na+].[C:22](OCCBr)(=O)[CH3:23].O. Given the product [C:17]([O:20][N:11]([CH2:22][CH3:23])[C:9]1[CH:8]=[C:7]([C:12]([CH3:15])([CH3:14])[CH3:13])[C:6]([OH:16])=[C:5]([C:1]([CH3:4])([CH3:3])[CH3:2])[CH:10]=1)(=[O:19])[CH3:18], predict the reactants needed to synthesize it. (7) Given the product [CH3:1][O:2][C:3]([C:4]1[CH:9]=[CH:8][C:7]2[O:33][C:12]([C:13]([C:18]3[CH:23]=[CH:22][C:21]([O:24][CH2:25][C:26]4[CH:31]=[CH:30][CH:29]=[CH:28][CH:27]=4)=[C:20]([CH3:32])[CH:19]=3)([CH2:16][CH3:17])[CH2:14][CH3:15])=[N:11][C:6]=2[CH:5]=1)=[O:34], predict the reactants needed to synthesize it. The reactants are: [CH3:1][O:2][C:3](=[O:34])[C:4]1[CH:9]=[CH:8][C:7](O)=[C:6]([NH:11][C:12](=[O:33])[C:13]([C:18]2[CH:23]=[CH:22][C:21]([O:24][CH2:25][C:26]3[CH:31]=[CH:30][CH:29]=[CH:28][CH:27]=3)=[C:20]([CH3:32])[CH:19]=2)([CH2:16][CH3:17])[CH2:14][CH3:15])[CH:5]=1.S(O)(C1C=CC(C)=CC=1)(=O)=O.O. (8) Given the product [F:16][C:17]1[CH:18]=[CH:19][C:20]([O:23][CH2:24][C:25]2[N:29]([CH3:30])[N:28]=[CH:27][C:26]=2[C:31]([Cl:1])=[N:32][OH:33])=[N:21][CH:22]=1, predict the reactants needed to synthesize it. The reactants are: [Cl:1]OC(C)(C)C.C(Cl)(Cl)(Cl)Cl.C(Cl)(Cl)Cl.[F:16][C:17]1[CH:18]=[CH:19][C:20]([O:23][CH2:24][C:25]2[N:29]([CH3:30])[N:28]=[CH:27][C:26]=2[CH:31]=[N:32][OH:33])=[N:21][CH:22]=1.